Dataset: Reaction yield outcomes from USPTO patents with 853,638 reactions. Task: Predict the reaction yield, written as a fraction of the theoretical maximum amount of product (1.0 means a 100% yield; for example, 0.34 means a 34% yield). (1) The reactants are [Br:1][C:2]1[CH:10]=[CH:9][C:5]([C:6]([OH:8])=[O:7])=[CH:4][CH:3]=1.[CH:11](O)([CH3:13])[CH3:12]. No catalyst specified. The product is [Br:1][C:2]1[CH:10]=[CH:9][C:5]([C:6]([O:8][CH:11]([CH3:13])[CH3:12])=[O:7])=[CH:4][CH:3]=1. The yield is 0.970. (2) The reactants are [F:1][C:2]1[CH:3]=[C:4]([N:37]([C:46]2[CH:51]=[CH:50][C:49]([F:52])=[CH:48][CH:47]=2)[C:38]([C:40]2([C:43]([NH2:45])=[O:44])[CH2:42][CH2:41]2)=[O:39])[CH:5]=[CH:6][C:7]=1[O:8][C:9]1[CH:14]=[CH:13][N:12]=[C:11]2[N:15](CC3C=CC(OC)=CC=3)[N:16]=[C:17]([C:18]3[CH:23]=[CH:22][CH:21]=[C:20]([C:24](=[O:27])[NH:25][CH3:26])[CH:19]=3)[C:10]=12.C(O)(C(F)(F)F)=O. No catalyst specified. The product is [F:1][C:2]1[CH:3]=[C:4]([N:37]([C:46]2[CH:47]=[CH:48][C:49]([F:52])=[CH:50][CH:51]=2)[C:38]([C:40]2([C:43]([NH2:45])=[O:44])[CH2:42][CH2:41]2)=[O:39])[CH:5]=[CH:6][C:7]=1[O:8][C:9]1[CH:14]=[CH:13][N:12]=[C:11]2[NH:15][N:16]=[C:17]([C:18]3[CH:23]=[CH:22][CH:21]=[C:20]([C:24](=[O:27])[NH:25][CH3:26])[CH:19]=3)[C:10]=12. The yield is 0.550. (3) The reactants are [Br:1][C:2]1[CH:3]=[CH:4][C:5]2[NH:11][C:10](=O)[CH2:9][O:8][C:7]([CH3:18])([C:13]3[S:14][CH:15]=[CH:16][CH:17]=3)[C:6]=2[CH:19]=1.[H-].[Al+3].[Li+].[H-].[H-].[H-].[Cl-].[NH4+].C(OCC)(=O)C. The catalyst is C1COCC1. The product is [Br:1][C:2]1[CH:3]=[CH:4][C:5]2[NH:11][CH2:10][CH2:9][O:8][C:7]([CH3:18])([C:13]3[S:14][CH:15]=[CH:16][CH:17]=3)[C:6]=2[CH:19]=1. The yield is 0.850.